This data is from CYP2C19 inhibition data for predicting drug metabolism from PubChem BioAssay. The task is: Regression/Classification. Given a drug SMILES string, predict its absorption, distribution, metabolism, or excretion properties. Task type varies by dataset: regression for continuous measurements (e.g., permeability, clearance, half-life) or binary classification for categorical outcomes (e.g., BBB penetration, CYP inhibition). Dataset: cyp2c19_veith. (1) The molecule is COC(=O)[C@@]1(Cc2ccccc2)[C@H]2c3cc(C(=O)N(C)C)n(CCO)c3C[C@H]2CN1C(=O)c1ccccc1. The result is 1 (inhibitor). (2) The molecule is O=C(Nn1cc(C(=O)N2CCN(c3ccccc3F)CC2)c2ccccc2c1=O)c1cnccn1. The result is 0 (non-inhibitor). (3) The drug is CC(C)[C@@H](OCc1ccccc1)[C@H](C)CO/N=C1\[C@@H]2CCn3c(=O)n(-c4ccccc4)c(=O)n3[C@H]2[C@H](O)[C@H]2O[C@H]12. The result is 0 (non-inhibitor). (4) The molecule is COCCNC(=O)CSc1ncnc2sccc12. The result is 0 (non-inhibitor). (5) The compound is Cc1nnc(-c2cccc(Br)c2)c2cn(-c3ccccc3Cl)nc12. The result is 1 (inhibitor).